This data is from NCI-60 drug combinations with 297,098 pairs across 59 cell lines. The task is: Regression. Given two drug SMILES strings and cell line genomic features, predict the synergy score measuring deviation from expected non-interaction effect. (1) Drug 1: CC12CCC3C(C1CCC2O)C(CC4=C3C=CC(=C4)O)CCCCCCCCCS(=O)CCCC(C(F)(F)F)(F)F. Drug 2: C1CN(CCN1C(=O)CCBr)C(=O)CCBr. Cell line: SNB-75. Synergy scores: CSS=16.0, Synergy_ZIP=-5.01, Synergy_Bliss=-1.56, Synergy_Loewe=-1.50, Synergy_HSA=-1.12. (2) Drug 1: COC1=C(C=C2C(=C1)N=CN=C2NC3=CC(=C(C=C3)F)Cl)OCCCN4CCOCC4. Drug 2: CS(=O)(=O)OCCCCOS(=O)(=O)C. Cell line: HS 578T. Synergy scores: CSS=23.5, Synergy_ZIP=2.76, Synergy_Bliss=9.69, Synergy_Loewe=3.08, Synergy_HSA=7.22. (3) Drug 1: CNC(=O)C1=NC=CC(=C1)OC2=CC=C(C=C2)NC(=O)NC3=CC(=C(C=C3)Cl)C(F)(F)F. Drug 2: C1=CC=C(C(=C1)C(C2=CC=C(C=C2)Cl)C(Cl)Cl)Cl. Cell line: NCI-H226. Synergy scores: CSS=0.816, Synergy_ZIP=10.3, Synergy_Bliss=8.04, Synergy_Loewe=4.49, Synergy_HSA=2.52. (4) Drug 1: CC1=CC2C(CCC3(C2CCC3(C(=O)C)OC(=O)C)C)C4(C1=CC(=O)CC4)C. Drug 2: CC1=C(C=C(C=C1)C(=O)NC2=CC(=CC(=C2)C(F)(F)F)N3C=C(N=C3)C)NC4=NC=CC(=N4)C5=CN=CC=C5. Cell line: HCT116. Synergy scores: CSS=9.58, Synergy_ZIP=4.00, Synergy_Bliss=9.14, Synergy_Loewe=9.44, Synergy_HSA=9.29. (5) Drug 1: C1CCC(C1)C(CC#N)N2C=C(C=N2)C3=C4C=CNC4=NC=N3. Drug 2: CC1=C2C(C(=O)C3(C(CC4C(C3C(C(C2(C)C)(CC1OC(=O)C(C(C5=CC=CC=C5)NC(=O)OC(C)(C)C)O)O)OC(=O)C6=CC=CC=C6)(CO4)OC(=O)C)O)C)O. Cell line: NCI-H522. Synergy scores: CSS=61.2, Synergy_ZIP=4.42, Synergy_Bliss=6.19, Synergy_Loewe=-38.1, Synergy_HSA=8.39.